This data is from NCI-60 drug combinations with 297,098 pairs across 59 cell lines. The task is: Regression. Given two drug SMILES strings and cell line genomic features, predict the synergy score measuring deviation from expected non-interaction effect. (1) Drug 2: CC1=C2C(C(=O)C3(C(CC4C(C3C(C(C2(C)C)(CC1OC(=O)C(C(C5=CC=CC=C5)NC(=O)C6=CC=CC=C6)O)O)OC(=O)C7=CC=CC=C7)(CO4)OC(=O)C)O)C)OC(=O)C. Cell line: SN12C. Drug 1: CC1=CC2C(CCC3(C2CCC3(C(=O)C)OC(=O)C)C)C4(C1=CC(=O)CC4)C. Synergy scores: CSS=38.9, Synergy_ZIP=-3.20, Synergy_Bliss=-6.65, Synergy_Loewe=-46.7, Synergy_HSA=-5.23. (2) Drug 1: C1=CC(=CC=C1CCC2=CNC3=C2C(=O)NC(=N3)N)C(=O)NC(CCC(=O)O)C(=O)O. Drug 2: C1=NC(=NC(=O)N1C2C(C(C(O2)CO)O)O)N. Cell line: HCT116. Synergy scores: CSS=50.8, Synergy_ZIP=-2.69, Synergy_Bliss=-0.269, Synergy_Loewe=-5.90, Synergy_HSA=2.63. (3) Drug 1: CN(C)N=NC1=C(NC=N1)C(=O)N. Drug 2: CCCS(=O)(=O)NC1=C(C(=C(C=C1)F)C(=O)C2=CNC3=C2C=C(C=N3)C4=CC=C(C=C4)Cl)F. Cell line: NCI-H460. Synergy scores: CSS=14.1, Synergy_ZIP=-4.06, Synergy_Bliss=5.57, Synergy_Loewe=1.88, Synergy_HSA=3.64. (4) Drug 1: CNC(=O)C1=CC=CC=C1SC2=CC3=C(C=C2)C(=NN3)C=CC4=CC=CC=N4. Drug 2: CN1CCC(CC1)COC2=C(C=C3C(=C2)N=CN=C3NC4=C(C=C(C=C4)Br)F)OC. Cell line: NCIH23. Synergy scores: CSS=2.70, Synergy_ZIP=-1.39, Synergy_Bliss=-3.04, Synergy_Loewe=-6.38, Synergy_HSA=-4.68.